This data is from Forward reaction prediction with 1.9M reactions from USPTO patents (1976-2016). The task is: Predict the product of the given reaction. The product is: [Br:1][C:2]1[C:3]([CH3:22])=[C:4]([N:8]2[CH2:9][C:10]3[C:11](=[CH:16][C:17]([O:20][CH3:21])=[CH:18][CH:19]=3)[C:12]2=[O:13])[CH:5]=[CH:6][CH:7]=1. Given the reactants [Br:1][C:2]1[C:3]([CH3:22])=[C:4]([NH:8][CH2:9][C:10]2[CH:19]=[CH:18][C:17]([O:20][CH3:21])=[CH:16][C:11]=2[C:12](OC)=[O:13])[CH:5]=[CH:6][CH:7]=1.CC(C)([O-])C.[Na+].O, predict the reaction product.